This data is from Full USPTO retrosynthesis dataset with 1.9M reactions from patents (1976-2016). The task is: Predict the reactants needed to synthesize the given product. (1) Given the product [C:20]1([C@H:18]([NH:17][CH:13]2[CH2:14][CH2:15][CH2:16][CH:11]([C:7]3[CH:6]=[C:5]([CH:10]=[CH:9][CH:8]=3)[C:4]([OH:30])=[O:3])[CH2:12]2)[CH3:19])[C:29]2[C:24](=[CH:25][CH:26]=[CH:27][CH:28]=2)[CH:23]=[CH:22][CH:21]=1, predict the reactants needed to synthesize it. The reactants are: C([O:3][C:4](=[O:30])[C:5]1[CH:10]=[CH:9][CH:8]=[C:7]([CH:11]2[CH2:16][CH2:15][CH2:14][CH:13]([NH:17][C@@H:18]([C:20]3[C:29]4[C:24](=[CH:25][CH:26]=[CH:27][CH:28]=4)[CH:23]=[CH:22][CH:21]=3)[CH3:19])[CH2:12]2)[CH:6]=1)C.[OH-].[Na+]. (2) Given the product [C:1]([NH:5][C:7]1[N:14]=[C:13]([C:15]([F:18])([F:16])[F:17])[CH:12]=[CH:11][C:8]=1[C:9]#[N:10])([CH3:4])([CH3:3])[CH3:2], predict the reactants needed to synthesize it. The reactants are: [C:1]([NH2:5])([CH3:4])([CH3:3])[CH3:2].Cl[C:7]1[N:14]=[C:13]([C:15]([F:18])([F:17])[F:16])[CH:12]=[CH:11][C:8]=1[C:9]#[N:10].C(O)C. (3) Given the product [F:21][C:17]1[N:16]=[C:15]([C:6]2[C:7]([O:9][CH3:10])=[N:8][C:3]([O:2][CH3:1])=[N:4][CH:5]=2)[CH:20]=[CH:19][CH:18]=1, predict the reactants needed to synthesize it. The reactants are: [CH3:1][O:2][C:3]1[N:8]=[C:7]([O:9][CH3:10])[C:6](B(O)O)=[CH:5][N:4]=1.Br[C:15]1[CH:20]=[CH:19][CH:18]=[C:17]([F:21])[N:16]=1.C([O-])([O-])=O.[Na+].[Na+].C1C=CC(P(C2C=CC=CC=2)C2C=CC=CC=2)=CC=1. (4) The reactants are: [CH:1]1([N:5]2[C:13]3[C:8](=[CH:9][CH:10]=[C:11]([O:14][CH:15]([F:17])[F:16])[CH:12]=3)[C:7]([C:18]#[N:19])=[CH:6]2)[CH2:4][CH2:3][CH2:2]1.[CH2:20]([Sn:24](I)([CH2:29][CH2:30][CH2:31][CH3:32])[CH2:25][CH2:26][CH2:27][CH3:28])[CH2:21][CH2:22][CH3:23].[Li+].CC([N-]C(C)C)C. Given the product [CH:1]1([N:5]2[C:13]3[C:8](=[CH:9][CH:10]=[C:11]([O:14][CH:15]([F:16])[F:17])[CH:12]=3)[C:7]([C:18]#[N:19])=[C:6]2[Sn:24]([CH2:25][CH2:26][CH2:27][CH3:28])([CH2:29][CH2:30][CH2:31][CH3:32])[CH2:20][CH2:21][CH2:22][CH3:23])[CH2:2][CH2:3][CH2:4]1, predict the reactants needed to synthesize it. (5) The reactants are: Cl[C:2]1[CH:7]=[C:6]([C:8]2[CH:13]=[C:12]([Br:14])[CH:11]=[CH:10][C:9]=2[O:15][CH2:16][CH3:17])[N:5]=[C:4]([NH2:18])[N:3]=1.[NH2:19][C:20]1[CH:21]=[N:22][C:23]([C:26]([F:29])([F:28])[F:27])=[CH:24][CH:25]=1. Given the product [Br:14][C:12]1[CH:11]=[CH:10][C:9]([O:15][CH2:16][CH3:17])=[C:8]([C:6]2[N:5]=[C:4]([NH2:18])[N:3]=[C:2]([NH:19][C:20]3[CH:21]=[N:22][C:23]([C:26]([F:29])([F:27])[F:28])=[CH:24][CH:25]=3)[CH:7]=2)[CH:13]=1, predict the reactants needed to synthesize it.